This data is from Peptide-MHC class II binding affinity with 134,281 pairs from IEDB. The task is: Regression. Given a peptide amino acid sequence and an MHC pseudo amino acid sequence, predict their binding affinity value. This is MHC class II binding data. (1) The peptide sequence is KPVSQMRMATPL. The MHC is H-2-IAd with pseudo-sequence H-2-IAd. The binding affinity (normalized) is 0. (2) The peptide sequence is EKKYFAATQFEMLAA. The MHC is HLA-DQA10101-DQB10501 with pseudo-sequence HLA-DQA10101-DQB10501. The binding affinity (normalized) is 0.383. (3) The peptide sequence is SVQVRGELAAEEVEV. The MHC is DRB1_0802 with pseudo-sequence DRB1_0802. The binding affinity (normalized) is 0.506. (4) The peptide sequence is FIFGEARSLYLNTEL. The MHC is DRB1_1602 with pseudo-sequence DRB1_1602. The binding affinity (normalized) is 0.409. (5) The peptide sequence is VDGIIAAYQNPASWK. The MHC is DRB1_0101 with pseudo-sequence DRB1_0101. The binding affinity (normalized) is 0.452. (6) The peptide sequence is YDKFLANVFTVLTGK. The MHC is DRB1_0701 with pseudo-sequence DRB1_0701. The binding affinity (normalized) is 0.577.